Predict the reaction yield, written as a fraction of the theoretical maximum amount of product (1.0 means a 100% yield; for example, 0.34 means a 34% yield). From a dataset of Reaction yield outcomes from USPTO patents with 853,638 reactions. (1) The reactants are C[O:2][C:3](=O)[C:4]1[CH:9]=[CH:8][C:7]([S:10](=[O:26])(=[O:25])[NH:11][C:12]2[CH:17]=[CH:16][C:15]([N+:18]([O-:20])=[O:19])=[C:14]([C:21]([F:24])([F:23])[F:22])[CH:13]=2)=[CH:6][CH:5]=1. The catalyst is C1COCC1.[H-].[H-].[H-].[H-].[Li+].[Al+3]. The product is [OH:2][CH2:3][C:4]1[CH:9]=[CH:8][C:7]([S:10]([NH:11][C:12]2[CH:17]=[CH:16][C:15]([N+:18]([O-:20])=[O:19])=[C:14]([C:21]([F:24])([F:22])[F:23])[CH:13]=2)(=[O:26])=[O:25])=[CH:6][CH:5]=1. The yield is 0.710. (2) The reactants are [C:1]([C:3]1[C:4]([C:15]2[CH:20]=[CH:19][C:18]([Cl:21])=[CH:17][C:16]=2[Cl:22])=[C:5]([C:12]([NH2:14])=[O:13])[S:6][C:7]=1S(C)(=O)=O)#[N:2].[OH:23][CH2:24][CH:25]1[O:30][CH2:29][CH2:28][NH:27][CH2:26]1. No catalyst specified. The product is [C:1]([C:3]1[C:4]([C:15]2[CH:20]=[CH:19][C:18]([Cl:21])=[CH:17][C:16]=2[Cl:22])=[C:5]([C:12]([NH2:14])=[O:13])[S:6][C:7]=1[N:27]1[CH2:28][CH2:29][O:30][CH:25]([CH2:24][OH:23])[CH2:26]1)#[N:2]. The yield is 0.660. (3) The reactants are C(N(CC)CC)C.[Cl:8][C:9]1[CH:10]=[C:11]2[C:16](=[CH:17][CH:18]=1)[CH:15]=[C:14]([SH:19])[CH:13]=[CH:12]2.[OH:20][CH2:21][C:22](=[CH2:28])[C:23]([O:25]CC)=[O:24].[OH-].[Na+]. The catalyst is ClCCl.C(O)C. The product is [Cl:8][C:9]1[CH:10]=[C:11]2[C:16](=[CH:17][CH:18]=1)[CH:15]=[C:14]([S:19][CH2:28][CH:22]([CH2:21][OH:20])[C:23]([OH:25])=[O:24])[CH:13]=[CH:12]2. The yield is 0.520. (4) The reactants are C([NH:4][C:5]1[C:15]([N+:16]([O-:18])=[O:17])=[CH:14][CH:13]=[C:7]2[C:8]([O:10][C:11](=[O:12])[C:6]=12)=O)(=O)C.[F:19][C:20]1[CH:26]=[CH:25][C:23]([OH:24])=[CH:22][C:21]=1[OH:27].CS(O)(=O)=O. The catalyst is O. The product is [NH2:4][C:5]1[C:15]([N+:16]([O-:18])=[O:17])=[CH:14][CH:13]=[C:7]2[C:6]=1[C:11](=[O:12])[O:10][C:8]12[C:25]2[CH:26]=[C:20]([F:19])[C:21]([OH:27])=[CH:22][C:23]=2[O:24][C:23]2[C:25]1=[CH:26][C:20]([F:19])=[C:21]([OH:27])[CH:22]=2. The yield is 0.610. (5) The reactants are C([O:3][CH2:4][CH3:5])C.[Br:6][C:7]1[CH:12]=[CH:11]C(Br)=[CH:9][N:8]=1.C([Li])CCC.CN(C)C=O. The catalyst is O. The product is [Br:6][C:7]1[N:8]=[CH:9][C:5]([CH:4]=[O:3])=[CH:11][CH:12]=1. The yield is 0.660. (6) No catalyst specified. The yield is 0.470. The reactants are [F:1][C:2]([F:19])([F:18])[C:3]1[CH:4]=[C:5]([C:9](=O)[CH2:10][C:11](=O)[C:12]([F:15])([F:14])[F:13])[CH:6]=[CH:7][CH:8]=1.[NH2:20][C:21]1[C:25]([C:26]2[CH:31]=[CH:30][N:29]=[CH:28][CH:27]=2)=[CH:24][NH:23][N:22]=1. The product is [F:1][C:2]([F:19])([F:18])[C:3]1[CH:4]=[C:5]([C:9]2[CH:10]=[C:11]([C:12]([F:15])([F:14])[F:13])[N:22]3[N:23]=[CH:24][C:25]([C:26]4[CH:31]=[CH:30][N:29]=[CH:28][CH:27]=4)=[C:21]3[N:20]=2)[CH:6]=[CH:7][CH:8]=1. (7) The reactants are C(=[N:14][C:15]1[C:16]2[C:17]3[CH2:28][CH2:27][N:26]([CH2:29][C:30]4[CH:35]=[CH:34][CH:33]=[CH:32][CH:31]=4)[CH2:25][CH2:24][C:18]=3[NH:19][C:20]=2[CH:21]=[CH:22][CH:23]=1)(C1C=CC=CC=1)C1C=CC=CC=1.Cl. The catalyst is O1CCCC1. The product is [CH2:29]([N:26]1[CH2:27][CH2:28][C:17]2[C:16]3[C:15]([NH2:14])=[CH:23][CH:22]=[CH:21][C:20]=3[NH:19][C:18]=2[CH2:24][CH2:25]1)[C:30]1[CH:35]=[CH:34][CH:33]=[CH:32][CH:31]=1. The yield is 0.820. (8) The reactants are [I:1][C:2]1[C:7]([OH:8])=[CH:6][CH:5]=[C:4]([CH3:9])[N:3]=1.Cl[C:11]1[C:20]2[C:15](=[CH:16][C:17]([O:23][CH2:24][C:25]3[CH:30]=[CH:29][CH:28]=[CH:27][CH:26]=3)=[C:18]([O:21][CH3:22])[CH:19]=2)[N:14]=[CH:13][CH:12]=1. The catalyst is CN(C1C=CN=CC=1)C.ClC1C=CC=CC=1Cl. The product is [CH2:24]([O:23][C:17]1[CH:16]=[C:15]2[C:20]([C:11]([O:8][C:7]3[C:2]([I:1])=[N:3][C:4]([CH3:9])=[CH:5][CH:6]=3)=[CH:12][CH:13]=[N:14]2)=[CH:19][C:18]=1[O:21][CH3:22])[C:25]1[CH:26]=[CH:27][CH:28]=[CH:29][CH:30]=1. The yield is 0.310. (9) The reactants are [H-].[Na+].C(OP([CH2:11][C:12]([O:14][CH2:15][CH3:16])=[O:13])(OCC)=O)C.[CH2:17]([N:24]1[CH2:28][CH2:27][C@@H:26]([NH:29][C:30]2[C:37]([F:38])=[CH:36][C:33]([CH:34]=O)=[CH:32][N:31]=2)[CH2:25]1)[C:18]1[CH:23]=[CH:22][CH:21]=[CH:20][CH:19]=1.[Na+].[Cl-]. The catalyst is C1COCC1.CCOC(C)=O. The product is [CH2:17]([N:24]1[CH2:28][CH2:27][C@@H:26]([NH:29][C:30]2[N:31]=[CH:32][C:33](/[CH:34]=[CH:11]/[C:12]([O:14][CH2:15][CH3:16])=[O:13])=[CH:36][C:37]=2[F:38])[CH2:25]1)[C:18]1[CH:23]=[CH:22][CH:21]=[CH:20][CH:19]=1. The yield is 0.360. (10) The reactants are [F:1][C:2]([F:19])([F:18])[C:3]1[N:8]=[CH:7][C:6]([O:9][C:10]2[CH:17]=[CH:16][C:13]([CH:14]=O)=[CH:12][CH:11]=2)=[CH:5][CH:4]=1.[H-].[Na+].[CH2:22]1COCC1. The catalyst is [Br-].C[P+](C1C=CC=CC=1)(C1C=CC=CC=1)C1C=CC=CC=1. The product is [CH:14]([C:13]1[CH:16]=[CH:17][C:10]([O:9][C:6]2[CH:5]=[CH:4][C:3]([C:2]([F:19])([F:18])[F:1])=[N:8][CH:7]=2)=[CH:11][CH:12]=1)=[CH2:22]. The yield is 0.562.